From a dataset of Full USPTO retrosynthesis dataset with 1.9M reactions from patents (1976-2016). Predict the reactants needed to synthesize the given product. (1) Given the product [CH3:22][N:11]([CH2:10][C:2]1[N:3]([CH2:24][CH:25]2[O:30][CH2:29][CH2:28][N:27]([C:31]([O:33][C:34]([CH3:35])([CH3:37])[CH3:36])=[O:32])[CH2:26]2)[C:4]2[CH:9]=[CH:8][CH:7]=[CH:6][C:5]=2[N:1]=1)[CH:12]1[C:21]2[N:20]=[CH:19][CH:18]=[CH:17][C:16]=2[CH2:15][CH2:14][CH2:13]1, predict the reactants needed to synthesize it. The reactants are: [NH:1]1[C:5]2[CH:6]=[CH:7][CH:8]=[CH:9][C:4]=2[N:3]=[C:2]1[CH2:10][N:11]([CH3:22])[CH:12]1[C:21]2[N:20]=[CH:19][CH:18]=[CH:17][C:16]=2[CH2:15][CH2:14][CH2:13]1.Cl[CH2:24][CH:25]1[O:30][CH2:29][CH2:28][N:27]([C:31]([O:33][C:34]([CH3:37])([CH3:36])[CH3:35])=[O:32])[CH2:26]1.CN(CC1N(CCN2CCCCC2)C2C=CC=CC=2N=1)C1C2N=CC=CC=2CCC1. (2) Given the product [CH:9]1([C:7]2[O:8][C:4]3[C:5](=[C:12]([C:15]#[N:16])[C:13]([CH3:14])=[C:2]([C:20]4[CH:21]=[CH:22][S:18][CH:19]=4)[C:3]=3[F:17])[N:6]=2)[CH2:11][CH2:10]1, predict the reactants needed to synthesize it. The reactants are: Br[C:2]1[C:3]([F:17])=[C:4]2[O:8][C:7]([CH:9]3[CH2:11][CH2:10]3)=[N:6][C:5]2=[C:12]([C:15]#[N:16])[C:13]=1[CH3:14].[S:18]1[CH:22]=[CH:21][C:20](B(O)O)=[CH:19]1.P([O-])([O-])([O-])=O.[K+].[K+].[K+].